Predict the reactants needed to synthesize the given product. From a dataset of Full USPTO retrosynthesis dataset with 1.9M reactions from patents (1976-2016). (1) Given the product [NH2:29][C:30]1[N:31]=[CH:32][C:33]([C:34]([N:1]2[CH2:6][CH2:5][O:4][CH2:3][CH2:2]2)=[O:35])=[CH:37][CH:38]=1, predict the reactants needed to synthesize it. The reactants are: [NH:1]1[CH2:6][CH2:5][O:4][CH2:3][CH2:2]1.Cl.CN(C)CCCN=C=NCC.ON1C2C=CC=CC=2N=N1.[NH2:29][C:30]1[CH:38]=[CH:37][C:33]([C:34](O)=[O:35])=[CH:32][N:31]=1. (2) Given the product [F:1][C:2]1[CH:3]=[CH:4][C:5]2[S:11][CH2:10][CH2:9][CH2:8][N:7]([N:13]=[O:14])[C:6]=2[CH:12]=1, predict the reactants needed to synthesize it. The reactants are: [F:1][C:2]1[CH:3]=[CH:4][C:5]2[S:11][CH2:10][CH2:9][CH2:8][NH:7][C:6]=2[CH:12]=1.[N:13]([O-])=[O:14].[Na+].O.